This data is from Full USPTO retrosynthesis dataset with 1.9M reactions from patents (1976-2016). The task is: Predict the reactants needed to synthesize the given product. (1) Given the product [Cl:11][C:8]1[CH:9]=[C:10]2[C:5](=[CH:6][CH:7]=1)[NH:4][C:3](=[O:12])[C:2]2([NH:28][C@@H:29]([CH2:35][C:36]1[N:37]=[CH:38][NH:39][CH:40]=1)[C:30]([N:32]([CH3:33])[CH3:34])=[O:31])[C:13]1[CH:18]=[CH:17][CH:16]=[CH:15][C:14]=1[O:19][CH3:20], predict the reactants needed to synthesize it. The reactants are: Cl[C:2]1([C:13]2[CH:18]=[CH:17][CH:16]=[CH:15][C:14]=2[O:19][CH3:20])[C:10]2[C:5](=[CH:6][CH:7]=[C:8]([Cl:11])[CH:9]=2)[NH:4][C:3]1=[O:12].FC(F)(F)C(O)=O.[NH2:28][C@@H:29]([CH2:35][C:36]1[N:37]=[CH:38][NH:39][CH:40]=1)[C:30]([N:32]([CH3:34])[CH3:33])=[O:31]. (2) Given the product [Cl:9][C:4]1[N:3]=[C:2]([N:16]2[C:11](=[O:10])[CH2:12][CH2:13][C@H:14]([NH:17][C:18](=[O:24])[O:19][C:20]([CH3:22])([CH3:21])[CH3:23])[CH2:15]2)[C:7]([CH3:8])=[CH:6][CH:5]=1, predict the reactants needed to synthesize it. The reactants are: Br[C:2]1[C:7]([CH3:8])=[CH:6][CH:5]=[C:4]([Cl:9])[N:3]=1.[O:10]=[C:11]1[NH:16][CH2:15][C@@H:14]([NH:17][C:18](=[O:24])[O:19][C:20]([CH3:23])([CH3:22])[CH3:21])[CH2:13][CH2:12]1.C(=O)([O-])[O-].[K+].[K+].CNCCNC. (3) Given the product [NH2:31][C:2]1[CH:7]=[C:6]([C:8]2[N:13]3[CH:14]=[CH:15][N:16]=[C:12]3[C:11]([NH:17][C:18]3[CH:23]=[CH:22][C:21]([N:24]4[CH2:29][CH2:28][N:27]([CH3:30])[CH2:26][CH2:25]4)=[CH:20][CH:19]=3)=[N:10][CH:9]=2)[CH:5]=[CH:4][N:3]=1, predict the reactants needed to synthesize it. The reactants are: F[C:2]1[CH:7]=[C:6]([C:8]2[N:13]3[CH:14]=[CH:15][N:16]=[C:12]3[C:11]([NH:17][C:18]3[CH:23]=[CH:22][C:21]([N:24]4[CH2:29][CH2:28][N:27]([CH3:30])[CH2:26][CH2:25]4)=[CH:20][CH:19]=3)=[N:10][CH:9]=2)[CH:5]=[CH:4][N:3]=1.[NH3:31].